Predict the reactants needed to synthesize the given product. From a dataset of Full USPTO retrosynthesis dataset with 1.9M reactions from patents (1976-2016). (1) The reactants are: [CH3:1][N:2]([CH3:17])[CH2:3][CH2:4][NH:5][C:6]1[N:11]=[C:10]([O:12][CH3:13])[C:9]([NH2:14])=[C:8]([O:15][CH3:16])[N:7]=1.[C:18]([C:22]1[CH:23]=[C:24]([CH:36]=[CH:37][CH:38]=1)[O:25][C:26]1[O:27][CH:28]=[C:29]([C:31](OCC)=[O:32])[N:30]=1)([CH3:21])([CH3:20])[CH3:19]. Given the product [C:18]([C:22]1[CH:23]=[C:24]([CH:36]=[CH:37][CH:38]=1)[O:25][C:26]1[O:27][CH:28]=[C:29]([C:31]([NH:14][C:9]2[C:10]([O:12][CH3:13])=[N:11][C:6]([NH:5][CH2:4][CH2:3][N:2]([CH3:1])[CH3:17])=[N:7][C:8]=2[O:15][CH3:16])=[O:32])[N:30]=1)([CH3:21])([CH3:19])[CH3:20], predict the reactants needed to synthesize it. (2) Given the product [Cl:1][C:2]1[CH:7]=[CH:6][C:5]([C:8]2[CH:13]=[N:12][N:11]3[C:14](=[O:17])[N:15]([CH:28]([C:26]([OH:25])([CH3:30])[CH3:27])[CH3:29])[N:16]=[C:10]3[C:9]=2[C:18]2[CH:23]=[CH:22][C:21]([Cl:24])=[CH:20][CH:19]=2)=[CH:4][CH:3]=1, predict the reactants needed to synthesize it. The reactants are: [Cl:1][C:2]1[CH:7]=[CH:6][C:5]([C:8]2[CH:13]=[N:12][N:11]3[C:14](=[O:17])[NH:15][N:16]=[C:10]3[C:9]=2[C:18]2[CH:23]=[CH:22][C:21]([Cl:24])=[CH:20][CH:19]=2)=[CH:4][CH:3]=1.[O:25]1[CH:28]([CH3:29])[C:26]1([CH3:30])[CH3:27].C([O-])([O-])=O.[K+].[K+]. (3) The reactants are: [OH-].[Na+].[O:3]1[CH2:8][CH2:7][N:6]([CH2:9][CH2:10][O:11][C:12]2[CH:17]=[CH:16][C:15]([N:18]3[C:22]([C:23]([O:25]CC)=[O:24])=[CH:21][C:20]([Si:28]([CH3:31])([CH3:30])[CH3:29])=[N:19]3)=[CH:14][CH:13]=2)[CH2:5][CH2:4]1. Given the product [O:3]1[CH2:8][CH2:7][N:6]([CH2:9][CH2:10][O:11][C:12]2[CH:17]=[CH:16][C:15]([N:18]3[C:22]([C:23]([OH:25])=[O:24])=[CH:21][C:20]([Si:28]([CH3:31])([CH3:30])[CH3:29])=[N:19]3)=[CH:14][CH:13]=2)[CH2:5][CH2:4]1, predict the reactants needed to synthesize it.